This data is from Catalyst prediction with 721,799 reactions and 888 catalyst types from USPTO. The task is: Predict which catalyst facilitates the given reaction. (1) Product: [CH3:19][N:14]1[C:15]2[C:11](=[C:10]([C:6]3[CH:5]=[C:4]4[C:9](=[CH:8][CH:7]=3)[N:1]([C:29](=[O:30])[CH2:28][C:24]3[CH:25]=[CH:26][CH:27]=[C:22]([CH3:21])[CH:23]=3)[CH2:2][CH2:3]4)[CH:18]=[CH:17][CH:16]=2)[C:12]([NH2:20])=[N:13]1. The catalyst class is: 2. Reactant: [NH:1]1[C:9]2[C:4](=[CH:5][C:6]([C:10]3[CH:18]=[CH:17][CH:16]=[C:15]4[C:11]=3[C:12]([NH2:20])=[N:13][N:14]4[CH3:19])=[CH:7][CH:8]=2)[CH2:3][CH2:2]1.[CH3:21][C:22]1[CH:23]=[C:24]([CH2:28][C:29](O)=[O:30])[CH:25]=[CH:26][CH:27]=1.CCN(C(C)C)C(C)C.CN(C(ON1N=NC2C=CC=NC1=2)=[N+](C)C)C.F[P-](F)(F)(F)(F)F. (2) Reactant: [Br:1][C:2]1[CH:8]=[CH:7][C:5]([NH2:6])=[C:4]([F:9])[CH:3]=1.[C:10]([O:13][CH2:14][C:15](Cl)=[O:16])(=[O:12])[CH3:11].O. Product: [C:10]([O:13][CH2:14][C:15]([NH:6][C:5]1[CH:7]=[CH:8][C:2]([Br:1])=[CH:3][C:4]=1[F:9])=[O:16])(=[O:12])[CH3:11]. The catalyst class is: 22. (3) Reactant: C([O:3][C:4]([C:6]1[C:10]([CH3:11])=[C:9]([C:12]2[CH:13]=[N:14][C:15]([O:20][CH3:21])=[CH:16][C:17]=2[O:18][CH3:19])[N:8]([CH3:22])[N:7]=1)=[O:5])C.O[Li].O. Product: [CH3:19][O:18][C:17]1[CH:16]=[C:15]([O:20][CH3:21])[N:14]=[CH:13][C:12]=1[C:9]1[N:8]([CH3:22])[N:7]=[C:6]([C:4]([OH:5])=[O:3])[C:10]=1[CH3:11]. The catalyst class is: 200. (4) Reactant: [CH2:1]([O:8][C:9]1[CH:30]=[C:29]([O:31][CH2:32][C:33]2[CH:38]=[CH:37][CH:36]=[CH:35][CH:34]=2)[C:28]([C:39]([CH3:41])=[CH2:40])=[CH:27][C:10]=1[C:11]([NH:13][C:14]1[CH:19]=[CH:18][C:17]([CH2:20][N:21]2[CH2:26][CH2:25][O:24][CH2:23][CH2:22]2)=[CH:16][CH:15]=1)=[O:12])[C:2]1[CH:7]=[CH:6][CH:5]=[CH:4][CH:3]=1.[H-].[Na+].[CH2:44](Br)[C:45]1[CH:50]=[CH:49][CH:48]=[CH:47][CH:46]=1. Product: [CH2:44]([N:13]([C:14]1[CH:15]=[CH:16][C:17]([CH2:20][N:21]2[CH2:26][CH2:25][O:24][CH2:23][CH2:22]2)=[CH:18][CH:19]=1)[C:11](=[O:12])[C:10]1[CH:27]=[C:28]([C:39]([CH3:41])=[CH2:40])[C:29]([O:31][CH2:32][C:33]2[CH:38]=[CH:37][CH:36]=[CH:35][CH:34]=2)=[CH:30][C:9]=1[O:8][CH2:1][C:2]1[CH:3]=[CH:4][CH:5]=[CH:6][CH:7]=1)[C:45]1[CH:50]=[CH:49][CH:48]=[CH:47][CH:46]=1. The catalyst class is: 173. (5) Reactant: [NH2:1][C:2]1[NH:3][C:4]2[C:5]([N:21]=1)=[CH:6][C:7]1[C:8]([CH3:20])([CH3:19])[C:9](=[O:18])[N:10]([CH2:13][CH2:14][CH:15]3[CH2:17][CH2:16]3)[C:11]=1[CH:12]=2.[C:22](Cl)(=[O:29])[C:23]1[CH:28]=[CH:27][CH:26]=[CH:25][CH:24]=1.CCN(CC)CC. Product: [CH:15]1([CH2:14][CH2:13][N:10]2[C:11]3[CH:12]=[C:4]4[NH:3][C:2]([NH:1][C:22](=[O:29])[C:23]5[CH:28]=[CH:27][CH:26]=[CH:25][CH:24]=5)=[N:21][C:5]4=[CH:6][C:7]=3[C:8]([CH3:19])([CH3:20])[C:9]2=[O:18])[CH2:17][CH2:16]1. The catalyst class is: 76. (6) Reactant: [Br:1][C:2]1[CH:17]=[CH:16][C:5]([O:6][C:7]2[C:12]3[CH:13]=[CH:14][O:15][C:11]=3[CH:10]=[CH:9][N:8]=2)=[CH:4][C:3]=1[CH2:18]Br.C([O-])(=[O:22])C.[Na+].[OH-].[Na+]. Product: [Br:1][C:2]1[CH:17]=[CH:16][C:5]([O:6][C:7]2[C:12]3[CH:13]=[CH:14][O:15][C:11]=3[CH:10]=[CH:9][N:8]=2)=[CH:4][C:3]=1[CH2:18][OH:22]. The catalyst class is: 9. (7) Reactant: [OH2:1].[C:2]1([CH3:19])[CH:7]=[CH:6][C:5]([S:8]([N:11]2[CH2:18][CH2:17][CH2:16][C@H:12]2[C:13]([OH:15])=O)(=[O:10])=[O:9])=[CH:4][CH:3]=1.[Li+].[OH-:21].F[C:23](F)(F)[C:24]([OH:26])=[O:25]. Product: [C:2]1([CH3:19])[CH:3]=[CH:4][C:5]([S:8]([N:11]2[CH2:18][CH2:17][CH2:16][C@H:12]2[C:13]([NH:11][C@H:12]([C:16]([OH:21])=[O:1])[CH2:13][CH2:23][C:24]([OH:26])=[O:25])=[O:15])(=[O:9])=[O:10])=[CH:6][CH:7]=1. The catalyst class is: 569. (8) Reactant: C(N(CC)CC)C.Cl.[CH3:9][C:10]1[CH:15]=[CH:14][CH:13]=[CH:12][C:11]=1[CH:16]1[CH2:21][CH2:20][CH2:19][CH2:18][NH:17]1.[F:22][C:23]1[N:27]([CH3:28])[N:26]=[C:25]([CH3:29])[C:24]=1[C:30](O)=[O:31].ON1C2C=CC=CC=2N=N1. Product: [F:22][C:23]1[N:27]([CH3:28])[N:26]=[C:25]([CH3:29])[C:24]=1[C:30]([N:17]1[CH2:18][CH2:19][CH2:20][CH2:21][CH:16]1[C:11]1[CH:12]=[CH:13][CH:14]=[CH:15][C:10]=1[CH3:9])=[O:31]. The catalyst class is: 9. (9) Reactant: [CH3:1][C:2]([OH:20])([CH3:19])[CH2:3][NH:4][C:5]1[N:6]=[N:7][C:8]([C:11]#[C:12][C:13]2[CH:18]=[CH:17][CH:16]=[CH:15][CH:14]=2)=[CH:9][CH:10]=1.C(N(CC)CC)C.Cl[C:29](Cl)([O:31]C(=O)OC(Cl)(Cl)Cl)Cl. Product: [CH3:19][C:2]1([CH3:1])[O:20][C:29](=[O:31])[N:4]([C:5]2[N:6]=[N:7][C:8]([C:11]#[C:12][C:13]3[CH:18]=[CH:17][CH:16]=[CH:15][CH:14]=3)=[CH:9][CH:10]=2)[CH2:3]1. The catalyst class is: 1.